From a dataset of Peptide-MHC class II binding affinity with 134,281 pairs from IEDB. Regression. Given a peptide amino acid sequence and an MHC pseudo amino acid sequence, predict their binding affinity value. This is MHC class II binding data. The peptide sequence is NSFKPFAEYKSDYVY. The MHC is HLA-DQA10101-DQB10501 with pseudo-sequence HLA-DQA10101-DQB10501. The binding affinity (normalized) is 0.171.